Dataset: Reaction yield outcomes from USPTO patents with 853,638 reactions. Task: Predict the reaction yield, written as a fraction of the theoretical maximum amount of product (1.0 means a 100% yield; for example, 0.34 means a 34% yield). (1) The reactants are [CH3:1][N:2]1[CH:6]=[CH:5][N:4]=[C:3]1[CH:7]1[C:16](=O)[C:15]2[C:14]([C:18]([O:20]CC)=O)=[CH:13][CH:12]=[CH:11][C:10]=2[NH:9][CH:8]1[C:23]1[CH:28]=[CH:27][CH:26]=[CH:25][CH:24]=1.O.[NH2:30][NH2:31]. The catalyst is CO. The product is [CH3:1][N:2]1[CH:6]=[CH:5][N:4]=[C:3]1[CH:7]1[C:16]2=[N:30][NH:31][C:18](=[O:20])[C:14]3[CH:13]=[CH:12][CH:11]=[C:10]([C:15]=32)[NH:9][CH:8]1[C:23]1[CH:24]=[CH:25][CH:26]=[CH:27][CH:28]=1. The yield is 0.740. (2) The reactants are [N:1]1([CH2:6][CH2:7][N:8]2[CH:12]=[C:11]([NH:13][C:14]3[N:19]=[C:18]([NH:20][C:21]4[CH:26]=[CH:25][C:24]([O:27][CH2:28][CH3:29])=[CH:23][CH:22]=4)[C:17]([NH2:30])=[CH:16][N:15]=3)[CH:10]=[N:9]2)[CH:5]=[CH:4][CH:3]=[N:2]1.[CH:31](OC)(OC)OC. No catalyst specified. The product is [N:1]1([CH2:6][CH2:7][N:8]2[CH:12]=[C:11]([NH:13][C:14]3[N:19]=[C:18]4[C:17]([N:30]=[CH:31][N:20]4[C:21]4[CH:26]=[CH:25][C:24]([O:27][CH2:28][CH3:29])=[CH:23][CH:22]=4)=[CH:16][N:15]=3)[CH:10]=[N:9]2)[CH:5]=[CH:4][CH:3]=[N:2]1. The yield is 0.250. (3) The reactants are [CH2:1]([O:8][C:9]([N:11]([CH3:23])[CH2:12][CH2:13][C:14]1[CH:19]=[CH:18][C:17](B(O)O)=[CH:16][CH:15]=1)=[O:10])[C:2]1[CH:7]=[CH:6][CH:5]=[CH:4][CH:3]=1.[NH2:24][C:25]1[CH:26]=[C:27]([CH:31]=[CH:32][CH:33]=1)[C:28]([NH2:30])=[O:29].O.[C:35]([OH:39])(=[O:38])[CH:36]=O. No catalyst specified. The product is [CH2:1]([O:8][C:9]([N:11]([CH3:23])[CH2:12][CH2:13][C:14]1[CH:19]=[CH:18][C:17]([CH:36]([NH:24][C:25]2[CH:33]=[CH:32][CH:31]=[C:27]([C:28](=[O:29])[NH2:30])[CH:26]=2)[C:35]([OH:39])=[O:38])=[CH:16][CH:15]=1)=[O:10])[C:2]1[CH:7]=[CH:6][CH:5]=[CH:4][CH:3]=1. The yield is 0.760. (4) The reactants are Cl[C:2]([O:4][CH3:5])=[O:3].[NH2:6][C:7]1[CH:12]=[CH:11][CH:10]=[CH:9][C:8]=1[C:13](=[C:27]1[CH2:32][CH2:31][N:30]([CH2:33][C:34]2[N:35]=[CH:36][S:37][CH:38]=2)[CH2:29][CH2:28]1)[C:14]1[CH:26]=[CH:25][C:17]([C:18]([N:20]([CH2:23][CH3:24])[CH2:21][CH3:22])=[O:19])=[CH:16][CH:15]=1.C(O)(C(F)(F)F)=O. The catalyst is C1(C)C=CC=CC=1.C(Cl)Cl.[Zn]. The product is [CH2:23]([N:20]([CH2:21][CH3:22])[C:18]([C:17]1[CH:16]=[CH:15][C:14]([C:13](=[C:27]2[CH2:28][CH2:29][N:30]([CH2:33][C:34]3[N:35]=[CH:36][S:37][CH:38]=3)[CH2:31][CH2:32]2)[C:8]2[CH:9]=[CH:10][CH:11]=[CH:12][C:7]=2[NH:6][C:2](=[O:3])[O:4][CH3:5])=[CH:26][CH:25]=1)=[O:19])[CH3:24]. The yield is 0.180. (5) The reactants are S(=O)(=O)(O)O.[NH2:6][C:7]1[CH:15]=[CH:14][C:10]([C:11]([OH:13])=[O:12])=[CH:9][CH:8]=1.[CH3:16]O. No catalyst specified. The product is [CH3:16][O:12][C:11](=[O:13])[C:10]1[CH:14]=[CH:15][C:7]([NH2:6])=[CH:8][CH:9]=1. The yield is 0.960. (6) The reactants are [Cl:1][C:2]1[CH:3]=[C:4]2[C:8](=[C:9]([NH:11][CH:12]3[CH2:17][CH2:16][O:15][CH2:14][CH2:13]3)[CH:10]=1)[NH:7][C:6]([C:18]1[S:19][CH2:20][C@@H:21]([CH2:23][C:24](O)=[O:25])[N:22]=1)=[CH:5]2.CN.C(Cl)CCl.C1C=CC2N(O)N=[N:39][C:37]=2C=1.C(=O)(O)[O-].[Na+]. The catalyst is CN(C)C=O. The product is [Cl:1][C:2]1[CH:3]=[C:4]2[C:8](=[C:9]([NH:11][CH:12]3[CH2:13][CH2:14][O:15][CH2:16][CH2:17]3)[CH:10]=1)[NH:7][C:6]([C:18]1[S:19][CH2:20][C@@H:21]([CH2:23][C:24]([NH:39][CH3:37])=[O:25])[N:22]=1)=[CH:5]2. The yield is 0.370. (7) The reactants are [CH3:1][C:2]1[CH:7]=[CH:6][C:5]([C:8]2[NH:12][N:11]=[N:10][N:9]=2)=[CH:4][C:3]=1[NH:13][C:14](=[O:38])[C:15]1[CH:20]=[CH:19][C:18]([NH:21][C:22]2[N:31]=[C:30]([C:32]3[CH:37]=[CH:36][CH:35]=[CH:34][CH:33]=3)[C:29]3[C:24](=[CH:25][CH:26]=[CH:27][CH:28]=3)[N:23]=2)=[CH:17][CH:16]=1.[C:39](=O)([O-])[O-].[K+].[K+].CI. The catalyst is CN(C)C=O. The product is [CH3:1][C:2]1[CH:7]=[CH:6][C:5]([C:8]2[N:12]=[N:11][N:10]([CH3:39])[N:9]=2)=[CH:4][C:3]=1[NH:13][C:14](=[O:38])[C:15]1[CH:20]=[CH:19][C:18]([NH:21][C:22]2[N:31]=[C:30]([C:32]3[CH:33]=[CH:34][CH:35]=[CH:36][CH:37]=3)[C:29]3[C:24](=[CH:25][CH:26]=[CH:27][CH:28]=3)[N:23]=2)=[CH:17][CH:16]=1. The yield is 0.500. (8) The reactants are II.Br[CH2:4][CH2:5][CH:6]([O:9][CH3:10])[O:7][CH3:8].[Br:11][C:12]1[CH:13]=[C:14]([CH:21]=[CH:22][N:23]=1)[C:15](N(OC)C)=[O:16].[NH4+].[Cl-]. The catalyst is C1COCC1.O. The product is [Br:11][C:12]1[CH:13]=[C:14]([C:15](=[O:16])[CH2:4][CH2:5][CH:6]([O:9][CH3:10])[O:7][CH3:8])[CH:21]=[CH:22][N:23]=1. The yield is 0.820. (9) The yield is 0.450. The product is [Br:1][C:2]1[C:3]([CH2:8][Br:16])=[N:4][CH:5]=[CH:6][CH:7]=1. The catalyst is C(Cl)(Cl)(Cl)Cl. The reactants are [Br:1][C:2]1[C:3]([CH3:8])=[N:4][CH:5]=[CH:6][CH:7]=1.C1C(=O)N([Br:16])C(=O)C1.C(OOC(=O)C1C=CC=CC=1)(=O)C1C=CC=CC=1. (10) The reactants are [NH2:1][C:2]1[CH:35]=[CH:34][C:5]2[NH:6][C:7]([C:12]3[C:13](=[O:33])[C:14]([NH:29][C:30](=[O:32])[CH3:31])([CH2:23][CH2:24][C:25]([CH3:28])([CH3:27])[CH3:26])[C:15]4[C:20]([C:21]=3[OH:22])=[CH:19][CH:18]=[CH:17][CH:16]=4)=[N:8][S:9](=[O:11])(=[O:10])[C:4]=2[CH:3]=1.C(N(CC)CC)C.[CH3:43][S:44](Cl)(=[O:46])=[O:45]. The catalyst is ClCCl.C(OCC)(=O)C. The product is [CH3:27][C:25]([CH3:28])([CH3:26])[CH2:24][CH2:23][C:14]1([NH:29][C:30](=[O:32])[CH3:31])[C:15]2[C:20](=[CH:19][CH:18]=[CH:17][CH:16]=2)[C:21]([OH:22])=[C:12]([C:7]2[NH:6][C:5]3[CH:34]=[CH:35][C:2]([NH:1][S:44]([CH3:43])(=[O:46])=[O:45])=[CH:3][C:4]=3[S:9](=[O:10])(=[O:11])[N:8]=2)[C:13]1=[O:33]. The yield is 0.820.